The task is: Regression. Given a peptide amino acid sequence and an MHC pseudo amino acid sequence, predict their binding affinity value. This is MHC class II binding data.. This data is from Peptide-MHC class II binding affinity with 134,281 pairs from IEDB. (1) The peptide sequence is WEVKSSKPLVGPFNF. The MHC is DRB1_1101 with pseudo-sequence DRB1_1101. The binding affinity (normalized) is 0.342. (2) The MHC is DRB1_0101 with pseudo-sequence DRB1_0101. The binding affinity (normalized) is 0.513. The peptide sequence is GELQIVTKIDAAFKI. (3) The peptide sequence is VADAYITLVTLPKSS. The MHC is DRB1_1101 with pseudo-sequence DRB1_1101. The binding affinity (normalized) is 0.741.